From a dataset of Aqueous solubility values for 9,982 compounds from the AqSolDB database. Regression/Classification. Given a drug SMILES string, predict its absorption, distribution, metabolism, or excretion properties. Task type varies by dataset: regression for continuous measurements (e.g., permeability, clearance, half-life) or binary classification for categorical outcomes (e.g., BBB penetration, CYP inhibition). For this dataset (solubility_aqsoldb), we predict Y. (1) The drug is CCCCOC(=O)C(C)O. The Y is -0.563 log mol/L. (2) The molecule is O=C(c1ccccc1)c1ccccc1. The Y is -3.88 log mol/L. (3) The compound is COc1ccc(C(c2ccc(OC)cc2)C(Cl)(Cl)Cl)cc1. The Y is -6.54 log mol/L. (4) The Y is -3.00 log mol/L. The molecule is CCNc1nc(OC)nc(N(CC)CC)n1. (5) The drug is O=C([O-])C1=NN(c2ccc(S(=O)(=O)[O-])cc2)C(=O)C1N=Nc1ccc(S(=O)(=O)[O-])cc1.[Na+].[Na+].[Na+]. The Y is -0.505 log mol/L. (6) The drug is OCCCCl. The Y is 0.422 log mol/L. (7) The drug is C=C(C)C(=O)OCCOC(=O)CCC(=O)O. The Y is -0.707 log mol/L. (8) The drug is CN1C2CCC1CC(OC(=O)C(CO)c1ccccc1)C2. The Y is -1.91 log mol/L. (9) The drug is O=C([O-])C(=O)[O-].[Ni+2]. The Y is -3.56 log mol/L. (10) The drug is Clc1ncnc2nc[nH]c12. The Y is -1.49 log mol/L.